Dataset: Forward reaction prediction with 1.9M reactions from USPTO patents (1976-2016). Task: Predict the product of the given reaction. (1) Given the reactants [CH3:1][O:2][C:3]1[CH:8]=[CH:7][CH:6]=[C:5]([CH3:9])[C:4]=1[C:10](O)([CH3:12])[CH3:11], predict the reaction product. The product is: [CH:10]([C:4]1[C:5]([CH3:9])=[CH:6][CH:7]=[CH:8][C:3]=1[O:2][CH3:1])([CH3:12])[CH3:11]. (2) The product is: [CH3:50][N:23]([CH3:22])[C:24]1[CH:25]=[CH:26][C:27]([S:30]([N:33]2[CH:37]=[CH:36][C:35](/[CH:38]=[CH:39]/[C:40]([NH:42][OH:43])=[O:41])=[CH:34]2)(=[O:31])=[O:32])=[CH:28][CH:29]=1. Given the reactants ONC(=O)C=CC1C=CN(S(CC2C=CC=CC=2)(=O)=O)C=1.[CH3:22][N:23]([CH3:50])[C:24]1[CH:29]=[CH:28][C:27]([S:30]([N:33]2[CH:37]=[CH:36][C:35](/[CH:38]=[CH:39]/[C:40]([NH:42][O:43]C3CCCCO3)=[O:41])=[CH:34]2)(=[O:32])=[O:31])=[CH:26][CH:25]=1, predict the reaction product.